Dataset: Forward reaction prediction with 1.9M reactions from USPTO patents (1976-2016). Task: Predict the product of the given reaction. (1) The product is: [OH:22][C:23]1[CH:24]=[C:25]([NH:26][S:2]([C:5]2[CH:14]=[CH:13][C:12]3[NH:11][C:10](=[O:15])[C:9]4[NH:16][CH:17]=[CH:18][C:8]=4[C:7]=3[CH:6]=2)(=[O:3])=[O:4])[CH:27]=[CH:28][CH:29]=1.[CH2:18]([C:19]([O-:21])=[O:20])[CH3:17]. Given the reactants Cl[S:2]([C:5]1[CH:14]=[CH:13][C:12]2[NH:11][C:10](=[O:15])[C:9]3[NH:16][CH:17]=[C:18]([C:19]([OH:21])=[O:20])[C:8]=3[C:7]=2[CH:6]=1)(=[O:4])=[O:3].[OH:22][C:23]1[CH:24]=[C:25]([CH:27]=[CH:28][CH:29]=1)[NH2:26], predict the reaction product. (2) Given the reactants Br[C:2]1[CH:7]=[C:6]([N:8]2[C:16]3[CH2:15][CH2:14][CH2:13][CH2:12][C:11]=3[C:10]([C:17]([NH2:19])=[O:18])=[N:9]2)[CH:5]=[CH:4][N:3]=1.[C:20]([C@:22]1([OH:29])[CH2:26][CH2:25][N:24]([CH3:27])[C:23]1=[O:28])#[CH:21], predict the reaction product. The product is: [OH:29][C@@:22]1([C:20]#[C:21][C:2]2[CH:7]=[C:6]([N:8]3[C:16]4[CH2:15][CH2:14][CH2:13][CH2:12][C:11]=4[C:10]([C:17]([NH2:19])=[O:18])=[N:9]3)[CH:5]=[CH:4][N:3]=2)[CH2:26][CH2:25][N:24]([CH3:27])[C:23]1=[O:28]. (3) Given the reactants [Cl:1][C:2]1[CH:3]=[C:4]([CH2:8][O:9][C:10]2[CH:19]=[C:18]3[C:13]([CH:14]=[C:15]([C:20](OCC)=[O:21])[CH:16]=[N:17]3)=[CH:12][CH:11]=2)[CH:5]=[CH:6][CH:7]=1.[H-].[H-].[H-].[H-].[Li+].[Al+3], predict the reaction product. The product is: [Cl:1][C:2]1[CH:3]=[C:4]([CH:5]=[CH:6][CH:7]=1)[CH2:8][O:9][C:10]1[CH:19]=[C:18]2[C:13]([CH:14]=[C:15]([CH2:20][OH:21])[CH:16]=[N:17]2)=[CH:12][CH:11]=1. (4) Given the reactants [OH:1][CH:2]([C:7]1[CH:15]=[CH:14][C:10]([C:11]([OH:13])=O)=[CH:9][CH:8]=1)[CH2:3][CH:4]([CH3:6])[CH3:5].CN(C(ON1N=NC2C=CC=NC1=2)=[N+](C)C)C.F[P-](F)(F)(F)(F)F.[C:40]([O:44][C:45](=[O:49])[CH2:46][CH2:47][NH2:48])([CH3:43])([CH3:42])[CH3:41].C(N(C(C)C)CC)(C)C, predict the reaction product. The product is: [C:40]([O:44][C:45](=[O:49])[CH2:46][CH2:47][NH:48][C:11](=[O:13])[C:10]1[CH:9]=[CH:8][C:7]([CH:2]([OH:1])[CH2:3][CH:4]([CH3:5])[CH3:6])=[CH:15][CH:14]=1)([CH3:43])([CH3:42])[CH3:41]. (5) The product is: [CH2:19]([N:26]1[CH2:32][CH:31]([NH:33][C:9]([O:11][N:12]2[C:13](=[O:14])[CH2:15][CH2:16][C:17]2=[O:18])=[O:10])[CH2:30][N:29]([CH2:34][C:35]2[CH:40]=[CH:39][CH:38]=[CH:37][CH:36]=2)[CH2:28][CH2:27]1)[C:20]1[CH:21]=[CH:22][CH:23]=[CH:24][CH:25]=1. Given the reactants C1C(=O)N(O[C:9]([O:11][N:12]2[C:17](=[O:18])[CH2:16][CH2:15][C:13]2=[O:14])=[O:10])C(=O)C1.[CH2:19]([N:26]1[CH2:32][CH:31]([NH2:33])[CH2:30][N:29]([CH2:34][C:35]2[CH:40]=[CH:39][CH:38]=[CH:37][CH:36]=2)[CH2:28][CH2:27]1)[C:20]1[CH:25]=[CH:24][CH:23]=[CH:22][CH:21]=1.CCN(C(C)C)C(C)C, predict the reaction product.